The task is: Predict which catalyst facilitates the given reaction.. This data is from Catalyst prediction with 721,799 reactions and 888 catalyst types from USPTO. (1) Reactant: [C:1]1([CH2:7][O:8][C:9]2[C:17]3[C:12](=[CH:13][CH:14]=[CH:15][CH:16]=3)[NH:11][C:10]=2C(OC)=O)[CH:6]=[CH:5][CH:4]=[CH:3][CH:2]=1.[H-].[Na+].[CH3:24][C:25]1[CH:32]=[CH:31][C:28]([CH2:29]Br)=[CH:27][CH:26]=1.[N:33]1[CH:38]=[CH:37][CH:36]=[C:35]([NH-:39])[CH:34]=1.[Li+].CN([CH:44]=[O:45])C. Product: [CH3:24][C:25]1[CH:32]=[CH:31][C:28]([CH2:29][N:11]2[C:12]3[C:17](=[CH:16][CH:15]=[CH:14][CH:13]=3)[C:9]([O:8][CH2:7][C:1]3[CH:2]=[CH:3][CH:4]=[CH:5][CH:6]=3)=[C:10]2[N:39]([C:35]2[CH:34]=[N:33][CH:38]=[CH:37][CH:36]=2)[CH:44]=[O:45])=[CH:27][CH:26]=1. The catalyst class is: 1. (2) Product: [F:31][C:24]1[C:25]([O:29][CH3:30])=[CH:26][CH:27]=[CH:28][C:23]=1[C:3]1[CH:4]=[C:5]([S:8]([NH:11][C:12]2[CH:21]=[CH:20][C:15]([C:16]([O:18][CH3:19])=[O:17])=[C:14]([OH:22])[CH:13]=2)(=[O:9])=[O:10])[CH:6]=[N:7][CH:2]=1. The catalyst class is: 19. Reactant: Cl[C:2]1[N:7]=[CH:6][C:5]([S:8]([NH:11][C:12]2[CH:21]=[CH:20][C:15]([C:16]([O:18][CH3:19])=[O:17])=[C:14]([OH:22])[CH:13]=2)(=[O:10])=[O:9])=[CH:4][C:3]=1[C:23]1[CH:28]=[CH:27][CH:26]=[C:25]([O:29][CH3:30])[C:24]=1[F:31].[H][H]. (3) Reactant: [Br:1][CH2:2][C:3]([C:5]1[CH:10]=[CH:9][C:8]([OH:11])=[CH:7][CH:6]=1)=[O:4].[S:12]1[CH:16]=[C:15]([CH:17]([NH:29][C:30]2[CH:35]=[CH:34][CH:33]=[CH:32][CH:31]=2)[C:18]([O:20][C@@H:21]2[CH:26]3[CH2:27][CH2:28][N:23]([CH2:24][CH2:25]3)[CH2:22]2)=[O:19])[C:14]2[CH:36]=[CH:37][CH:38]=[CH:39][C:13]1=2. Product: [Br-:1].[S:12]1[CH:16]=[C:15]([CH:17]([NH:29][C:30]2[CH:35]=[CH:34][CH:33]=[CH:32][CH:31]=2)[C:18]([O:20][C@@H:21]2[CH:26]3[CH2:27][CH2:28][N+:23]([CH2:2][C:3]([C:5]4[CH:10]=[CH:9][C:8]([OH:11])=[CH:7][CH:6]=4)=[O:4])([CH2:24][CH2:25]3)[CH2:22]2)=[O:19])[C:14]2[CH:36]=[CH:37][CH:38]=[CH:39][C:13]1=2. The catalyst class is: 25. (4) Reactant: [NH:1]1[C:5]2[CH:6]=[CH:7][CH:8]=[CH:9][C:4]=2[N:3]=[N:2]1.[C:10]([NH:14][CH2:15][CH2:16][C:17]([OH:19])=[O:18])(=[O:13])[CH:11]=[CH2:12].C1(N=C=NC2CCCCC2)CCCCC1. Product: [NH:1]1[C:5]2[CH:6]=[CH:7][CH:8]=[C-:9][C:4]=2[N:3]=[N:2]1.[C:10]([NH:14][CH2:15][CH2:16][C:17]([OH:19])=[O:18])(=[O:13])[CH:11]=[CH2:12]. The catalyst class is: 21. (5) Reactant: [O:1]1[C:5]([C:6]2[S:7][CH:8]=[C:9]([C:11](OCC)=[O:12])[N:10]=2)=[CH:4][CH:3]=[N:2]1.CO.[BH4-].[Li+]. Product: [O:1]1[C:5]([C:6]2[S:7][CH:8]=[C:9]([CH2:11][OH:12])[N:10]=2)=[CH:4][CH:3]=[N:2]1. The catalyst class is: 1. (6) Reactant: [Si:1]([O:8][C@H:9]([CH2:49][O:50][Si:51]([C:54]([CH3:57])([CH3:56])[CH3:55])([CH3:53])[CH3:52])[CH2:10][C@H:11]1[O:15][C@@H:14]([CH2:16][C@H:17]2[O:22][C@@H:21]([CH2:23][CH2:24][C@@H:25]3[O:29][C@@H:28](/[CH:30]=[CH:31]/[CH:32]=[O:33])[CH2:27][C:26]3=[CH2:34])[CH2:20][C@@H:19]([CH3:35])[C:18]2=[CH2:36])[C@H:13]([CH2:37][S:38]([C:41]2[CH:46]=[CH:45][CH:44]=[CH:43][CH:42]=2)(=[O:40])=[O:39])[C@H:12]1[O:47][CH3:48])([C:4]([CH3:7])([CH3:6])[CH3:5])([CH3:3])[CH3:2].CC(C[AlH]CC(C)C)C. Product: [Si:1]([O:8][C@H:9]([CH2:49][O:50][Si:51]([C:54]([CH3:55])([CH3:57])[CH3:56])([CH3:53])[CH3:52])[CH2:10][C@H:11]1[O:15][C@@H:14]([CH2:16][C@H:17]2[O:22][C@@H:21]([CH2:23][CH2:24][C@@H:25]3[O:29][C@@H:28](/[CH:30]=[CH:31]/[CH2:32][OH:33])[CH2:27][C:26]3=[CH2:34])[CH2:20][C@@H:19]([CH3:35])[C:18]2=[CH2:36])[C@H:13]([CH2:37][S:38]([C:41]2[CH:42]=[CH:43][CH:44]=[CH:45][CH:46]=2)(=[O:39])=[O:40])[C@H:12]1[O:47][CH3:48])([C:4]([CH3:5])([CH3:6])[CH3:7])([CH3:3])[CH3:2]. The catalyst class is: 182. (7) Reactant: [Cl:1][C:2]1[CH:3]=[C:4]([S:8]([NH:11][C@H:12]2[CH2:21][CH2:20][C:19]3[C:14](=[CH:15][CH:16]=[CH:17][C:18]=3[N:22]3[CH2:27][CH2:26][N:25](C)[CH2:24][CH2:23]3)[CH2:13]2)(=[O:10])=[O:9])[CH:5]=[CH:6][CH:7]=1.ClC(OCCCl)=O. Product: [Cl:1][C:2]1[CH:3]=[C:4]([S:8]([NH:11][C@H:12]2[CH2:21][CH2:20][C:19]3[C:14](=[CH:15][CH:16]=[CH:17][C:18]=3[N:22]3[CH2:23][CH2:24][NH:25][CH2:26][CH2:27]3)[CH2:13]2)(=[O:9])=[O:10])[CH:5]=[CH:6][CH:7]=1. The catalyst class is: 5.